Dataset: Forward reaction prediction with 1.9M reactions from USPTO patents (1976-2016). Task: Predict the product of the given reaction. (1) Given the reactants [NH:1]1[CH2:7][CH2:6][CH2:5][C@H:2]1[CH2:3][OH:4].[CH2:8]([CH:10]1O[CH2:11]1)[Cl:9], predict the reaction product. The product is: [Cl:9][CH2:8][C@@H:10]1[O:4][CH2:3][C@@H:2]2[CH2:5][CH2:6][CH2:7][N:1]2[CH2:11]1. (2) Given the reactants F[C:2]1[N:10]=[CH:9][CH:8]=[CH:7][C:3]=1[C:4]([OH:6])=O.[CH:11]1([OH:16])[CH2:15][CH2:14][CH2:13][CH2:12]1.C[Si]([N-][Si](C)(C)C)(C)C.[K+].[CH2:27]([NH2:35])[CH2:28][C:29]1[CH:34]=[CH:33][CH:32]=[CH:31][CH:30]=1.F[P-](F)(F)(F)(F)F.N1(OC(N(C)C)=[N+](C)C)C2N=CC=CC=2N=N1, predict the reaction product. The product is: [CH:11]1([O:16][C:2]2[N:10]=[CH:9][CH:8]=[CH:7][C:3]=2[C:4]([NH:35][CH2:27][CH2:28][C:29]2[CH:34]=[CH:33][CH:32]=[CH:31][CH:30]=2)=[O:6])[CH2:15][CH2:14][CH2:13][CH2:12]1. (3) The product is: [Cl:35][C:36]1[CH:48]=[C:47]([Cl:49])[CH:46]=[CH:45][C:37]=1[CH2:38][N:39]1[CH2:40][CH2:41][N:42]([C:32](=[O:33])[CH2:31][N:15]2[CH2:16][CH2:17][C:18]([C:19]3[CH:24]=[CH:23][CH:22]=[CH:21][CH:20]=3)([C:25]3[CH:30]=[CH:29][CH:28]=[CH:27][CH:26]=3)[C:14]2=[O:13])[CH2:43][CH2:44]1. Given the reactants Cl.C(N=C=NCCCN(C)C)C.[O:13]=[C:14]1[C:18]([C:25]2[CH:30]=[CH:29][CH:28]=[CH:27][CH:26]=2)([C:19]2[CH:24]=[CH:23][CH:22]=[CH:21][CH:20]=2)[CH2:17][CH2:16][N:15]1[CH2:31][C:32](O)=[O:33].[Cl:35][C:36]1[CH:48]=[C:47]([Cl:49])[CH:46]=[CH:45][C:37]=1[CH2:38][N:39]1[CH2:44][CH2:43][NH:42][CH2:41][CH2:40]1, predict the reaction product. (4) Given the reactants [C:1]([CH:3]([C:11]1[N:12]=[N:13][C:14]([C:17]([F:20])([F:19])[F:18])=[CH:15][CH:16]=1)C(OC(C)(C)C)=O)#[N:2], predict the reaction product. The product is: [F:20][C:17]([F:18])([F:19])[C:14]1[N:13]=[N:12][C:11]([CH2:3][C:1]#[N:2])=[CH:16][CH:15]=1. (5) Given the reactants [CH3:1][O:2][C:3]1[N:8]=[CH:7][C:6]([C:9]2[N:39]=[CH:38][C:12]3[N:13]=[C:14]([N:24]4[CH2:29][CH2:28][N:27]([CH2:30][C:31]([O:33]C(C)(C)C)=[O:32])[CH2:26][CH2:25]4)[C:15](=[O:23])[N:16]([CH2:17][CH2:18][O:19][CH2:20][CH2:21][CH3:22])[C:11]=3[CH:10]=2)=[CH:5][CH:4]=1.FC(F)(F)C(O)=O, predict the reaction product. The product is: [CH3:1][O:2][C:3]1[N:8]=[CH:7][C:6]([C:9]2[N:39]=[CH:38][C:12]3[N:13]=[C:14]([N:24]4[CH2:25][CH2:26][N:27]([CH2:30][C:31]([OH:33])=[O:32])[CH2:28][CH2:29]4)[C:15](=[O:23])[N:16]([CH2:17][CH2:18][O:19][CH2:20][CH2:21][CH3:22])[C:11]=3[CH:10]=2)=[CH:5][CH:4]=1. (6) The product is: [CH2:27]([S:24]([C:21]1[CH:22]=[CH:23][C:18]([O:1][C:2]2[C:3]3[C:7]([CH:8]=[C:9]([C:11]([O:13][CH2:14][CH3:15])=[O:12])[CH:10]=2)=[N:6][N:5]([CH3:16])[CH:4]=3)=[CH:19][CH:20]=1)(=[O:25])=[O:26])[CH3:28]. Given the reactants [OH:1][C:2]1[C:3]2[C:7]([CH:8]=[C:9]([C:11]([O:13][CH2:14][CH3:15])=[O:12])[CH:10]=1)=[N:6][N:5]([CH3:16])[CH:4]=2.F[C:18]1[CH:23]=[CH:22][C:21]([S:24]([CH2:27][CH3:28])(=[O:26])=[O:25])=[CH:20][CH:19]=1, predict the reaction product. (7) The product is: [NH2:24][C:20]([C@@H:21]1[C@H:6]([C:4]2[N:3]=[CH:2][S:1][CH:5]=2)[NH:7][C@:8]([CH2:16][CH:17]([CH3:19])[CH3:18])([C:9]([O:11][C:12]([CH3:13])([CH3:14])[CH3:15])=[O:10])[CH2:22]1)=[O:23]. Given the reactants [S:1]1[CH:5]=[C:4]([CH:6]=[N:7][CH:8]([CH2:16][CH:17]([CH3:19])[CH3:18])[C:9]([O:11][C:12]([CH3:15])([CH3:14])[CH3:13])=[O:10])[N:3]=[CH:2]1.[C:20]([NH2:24])(=[O:23])[CH:21]=[CH2:22].[Br-].[Li+].C(N(CC)CC)C.[Cl-], predict the reaction product.